Predict the product of the given reaction. From a dataset of Forward reaction prediction with 1.9M reactions from USPTO patents (1976-2016). (1) Given the reactants [C:1]([S:4][CH2:5][C:6]([OH:8])=O)(=[O:3])[CH3:2].CN(C(ON1N=NC2C=CC=NC1=2)=[N+](C)C)C.F[P-](F)(F)(F)(F)F.CCN(C(C)C)C(C)C.[C:42]([O:46][C:47](=[O:55])[NH:48][CH2:49][CH2:50][CH2:51][CH2:52][CH2:53][NH2:54])([CH3:45])([CH3:44])[CH3:43], predict the reaction product. The product is: [C:42]([O:46][C:47]([NH:48][CH2:49][CH2:50][CH2:51][CH2:52][CH2:53][NH:54][C:6]([CH2:5][S:4][C:1](=[O:3])[CH3:2])=[O:8])=[O:55])([CH3:45])([CH3:44])[CH3:43]. (2) The product is: [F:1][C:2]1[CH:7]=[C:6]([N+:8]([O-:10])=[O:9])[CH:5]=[CH:4][C:3]=1[C:11]([CH3:20])([C:16]([O:18][CH3:19])=[O:17])[C:12]([O:14][CH3:15])=[O:13]. Given the reactants [F:1][C:2]1[CH:7]=[C:6]([N+:8]([O-:10])=[O:9])[CH:5]=[CH:4][C:3]=1[CH:11]([C:16]([O:18][CH3:19])=[O:17])[C:12]([O:14][CH3:15])=[O:13].[C:20]([O-])([O-])=O.[K+].[K+].CI, predict the reaction product. (3) Given the reactants Cl.[F:2][C:3]([F:16])([F:15])[C:4]1[CH:10]=[CH:9][C:8]([C:11]([F:14])([F:13])[F:12])=[CH:7][C:5]=1N.N([O-])=O.[Na+].NC1C=CC=CC=1.[I-:28].[K+], predict the reaction product. The product is: [I:28][C:5]1[CH:7]=[C:8]([C:11]([F:14])([F:13])[F:12])[CH:9]=[CH:10][C:4]=1[C:3]([F:16])([F:15])[F:2]. (4) Given the reactants [Cl:1][C:2]1[CH:7]=[CH:6][C:5]([NH:8][C:9]([N:11]2[CH2:16][CH2:15][N:14]([C:17]([O:19][C:20]([CH3:23])([CH3:22])[CH3:21])=[O:18])[CH2:13][CH:12]2[CH2:24]O)=[O:10])=[CH:4][CH:3]=1.C1(P(C2C=CC=CC=2)C2C=CC=CC=2)C=CC=CC=1.N(C(OCC)=O)=NC(OCC)=O.C1(C)C=CC=CC=1.O, predict the reaction product. The product is: [Cl:1][C:2]1[CH:7]=[CH:6][C:5]([N:8]2[CH2:24][CH:12]3[CH2:13][N:14]([C:17]([O:19][C:20]([CH3:23])([CH3:21])[CH3:22])=[O:18])[CH2:15][CH2:16][N:11]3[C:9]2=[O:10])=[CH:4][CH:3]=1. (5) Given the reactants [N:1]1([C:6]([O:8][C:9]([CH3:12])([CH3:11])[CH3:10])=[O:7])[CH2:5][CH2:4][CH2:3][CH2:2]1.C([Li])(CC)C.C[O:19][B:20](OC)[O:21]C, predict the reaction product. The product is: [B:20]([OH:21])([OH:19])[CH:5]1[N:1]([C:6]([O:8][C:9]([CH3:12])([CH3:11])[CH3:10])=[O:7])[CH2:2][CH2:3][CH2:4]1.